This data is from Full USPTO retrosynthesis dataset with 1.9M reactions from patents (1976-2016). The task is: Predict the reactants needed to synthesize the given product. (1) Given the product [CH3:17][C@@H:14]1[NH:13][CH2:12][C:11]2[CH:10]=[CH:9][C:4]([C:5]([O:7][CH3:8])=[O:6])=[CH:3][C:2]=2[O:16][CH2:15]1, predict the reactants needed to synthesize it. The reactants are: Br[C:2]1[CH:3]=[C:4]([CH:9]=[CH:10][C:11]=1[CH2:12][NH:13][C@@H:14]([CH3:17])[CH2:15][OH:16])[C:5]([O:7][CH3:8])=[O:6].C([O-])([O-])=O.[K+].[K+]. (2) Given the product [CH2:1]([C:8]1[CH:9]=[CH:10][C:11]([C:14](=[O:16])[CH:15]=[CH:21][C:20]2[CH:23]=[C:24]([CH3:27])[C:25]([OH:26])=[C:18]([CH3:17])[CH:19]=2)=[CH:12][CH:13]=1)[CH2:2][CH2:3][CH2:4][CH2:5][CH2:6][CH3:7], predict the reactants needed to synthesize it. The reactants are: [CH2:1]([C:8]1[CH:13]=[CH:12][C:11]([C:14](=[O:16])[CH3:15])=[CH:10][CH:9]=1)[CH2:2][CH2:3][CH2:4][CH2:5][CH2:6][CH3:7].[CH3:17][C:18]1[CH:19]=[C:20]([CH:23]=[C:24]([CH3:27])[C:25]=1[OH:26])[CH:21]=O. (3) The reactants are: CC(C[AlH]CC(C)C)C.[C:10]([O:14][C:15]([N:17]1[CH2:22][CH2:21][CH:20](/[CH:23]=[CH:24]/[C:25](OC)=[O:26])[CH2:19][CH2:18]1)=[O:16])([CH3:13])([CH3:12])[CH3:11].CO. Given the product [OH:26][CH2:25]/[CH:24]=[CH:23]/[CH:20]1[CH2:21][CH2:22][N:17]([C:15]([O:14][C:10]([CH3:13])([CH3:12])[CH3:11])=[O:16])[CH2:18][CH2:19]1, predict the reactants needed to synthesize it. (4) The reactants are: [C:1]([O:5][C:6]([N:8]1[CH2:12][CH2:11][CH2:10][CH:9]1[C:13]1[NH:17][C:16]2[CH:18]=[C:19](Br)[CH:20]=[CH:21][C:15]=2[N:14]=1)=[O:7])([CH3:4])([CH3:3])[CH3:2].[C:23]([Si:25]([CH3:28])([CH3:27])[CH3:26])#[CH:24].C(N(CC)CC)C. Given the product [C:1]([O:5][C:6]([N:8]1[CH2:12][CH2:11][CH2:10][CH:9]1[C:13]1[NH:17][C:16]2[CH:18]=[C:19]([C:24]#[C:23][Si:25]([CH3:28])([CH3:27])[CH3:26])[CH:20]=[CH:21][C:15]=2[N:14]=1)=[O:7])([CH3:4])([CH3:3])[CH3:2], predict the reactants needed to synthesize it. (5) The reactants are: [C:1]([O:5][C:6]([N:8]1[CH2:13][CH2:12][N:11]([C:14]2[C:15]([C:29]3[CH:34]=[C:33]([Cl:35])[C:32]([O:36][CH2:37][C:38]4[CH:43]=[CH:42][CH:41]=[CH:40][CH:39]=4)=[CH:31][C:30]=3[O:44][CH2:45][C:46]3[CH:51]=[CH:50][CH:49]=[CH:48][CH:47]=3)=[N:16][N:17]([S:19]([C:22]3[CH:27]=[CH:26][C:25]([CH3:28])=[CH:24][CH:23]=3)(=[O:21])=[O:20])[CH:18]=2)[CH2:10][CH2:9]1)=[O:7])([CH3:4])([CH3:3])[CH3:2].[CH3:52]I. Given the product [C:1]([O:5][C:6]([N:8]1[CH2:9][CH2:10][N:11]([C:14]2[C:15]([C:29]3[CH:34]=[C:33]([Cl:35])[C:32]([O:36][CH2:37][C:38]4[CH:39]=[CH:40][CH:41]=[CH:42][CH:43]=4)=[CH:31][C:30]=3[O:44][CH2:45][C:46]3[CH:51]=[CH:50][CH:49]=[CH:48][CH:47]=3)=[N:16][N:17]([S:19]([C:22]3[CH:23]=[CH:24][C:25]([CH3:28])=[CH:26][CH:27]=3)(=[O:20])=[O:21])[C:18]=2[CH3:52])[CH2:12][CH2:13]1)=[O:7])([CH3:4])([CH3:2])[CH3:3], predict the reactants needed to synthesize it.